From a dataset of Forward reaction prediction with 1.9M reactions from USPTO patents (1976-2016). Predict the product of the given reaction. (1) Given the reactants [CH3:1][N:2]([CH3:9])[CH2:3]/[CH:4]=[CH:5]/[C:6](Cl)=[O:7].C(Cl)(=O)C=C.[O:15]=[C:16]1[C:21]2=[CH:22][C:23]3[CH:24]=[CH:25][C:26]([C:29]([NH:31][C:32]4[CH:48]=[CH:47][C:35]5[O:36][CH2:37][CH2:38][N:39](C(OC(C)(C)C)=O)[C:34]=5[CH:33]=4)=[O:30])=[CH:27][C:28]=3[N:20]2[CH2:19][CH2:18][NH:17]1.CCN(C(C)C)C(C)C, predict the reaction product. The product is: [CH3:1][N:2]([CH3:9])[CH2:3]/[CH:4]=[CH:5]/[C:6]([N:39]1[CH2:38][CH2:37][O:36][C:35]2[CH:47]=[CH:48][C:32]([NH:31][C:29]([C:26]3[CH:25]=[CH:24][C:23]4[CH:22]=[C:21]5[C:16](=[O:15])[NH:17][CH2:18][CH2:19][N:20]5[C:28]=4[CH:27]=3)=[O:30])=[CH:33][C:34]1=2)=[O:7]. (2) Given the reactants [Li+].[OH-].[NH:3]1[C:7]2[CH:8]=[CH:9][C:10](/[C:12](/[C:22]3[CH:27]=[CH:26][C:25](/[CH:28]=[CH:29]/[C:30]([O:32]CC)=[O:31])=[CH:24][CH:23]=3)=[C:13](/[C:16]3[CH:21]=[CH:20][CH:19]=[CH:18][CH:17]=3)\[CH2:14][CH3:15])=[CH:11][C:6]=2[N:5]=[N:4]1.Cl, predict the reaction product. The product is: [NH:3]1[C:7]2[CH:8]=[CH:9][C:10](/[C:12](/[C:22]3[CH:23]=[CH:24][C:25](/[CH:28]=[CH:29]/[C:30]([OH:32])=[O:31])=[CH:26][CH:27]=3)=[C:13](/[C:16]3[CH:21]=[CH:20][CH:19]=[CH:18][CH:17]=3)\[CH2:14][CH3:15])=[CH:11][C:6]=2[N:5]=[N:4]1. (3) Given the reactants C(O[C:9](=O)[NH:10][C@@H:11]([C:15]1[CH:20]=[CH:19][CH:18]=[CH:17][CH:16]=1)[C:12]([NH2:14])=O)C1C=CC=CC=1.[H-].[Al+3].[Li+].[H-].[H-].[H-].C(=O)([O-])[O-].[Na+].[Na+], predict the reaction product. The product is: [CH3:9][NH:10][C@@H:11]([C:15]1[CH:20]=[CH:19][CH:18]=[CH:17][CH:16]=1)[CH2:12][NH2:14]. (4) Given the reactants [F:1][C:2]1[CH:8]=[CH:7][C:5]([NH2:6])=[CH:4][CH:3]=1.[N:9]([O-])=O.[Na+].CC([O-])=O.[Na+].[N+:18]([CH2:20][C:21]([O:23][CH2:24][CH3:25])=[O:22])#[C-:19], predict the reaction product. The product is: [F:1][C:2]1[CH:8]=[CH:7][C:5]([N:6]2[CH:19]=[N:18][C:20]([C:21]([O:23][CH2:24][CH3:25])=[O:22])=[N:9]2)=[CH:4][CH:3]=1. (5) Given the reactants [CH2:1](OC(=O)COC1C2C(=CC=CC=2)C(=O)N1CC1C=CC=CC=1)C.[CH2:25]([N:32]1[C:40](=[O:41])[C:39]2[C:34](=[CH:35][CH:36]=[CH:37][CH:38]=2)[CH:33]1[O:42][CH2:43][C:44]([NH:46][C:47]1[CH:52]=[CH:51][CH:50]=[CH:49][N:48]=1)=[O:45])[C:26]1[CH:31]=[CH:30][CH:29]=[CH:28][CH:27]=1, predict the reaction product. The product is: [CH2:25]([N:32]1[C:40](=[O:41])[C:39]2[C:34](=[CH:35][C:36]([CH3:1])=[CH:37][CH:38]=2)[CH:33]1[O:42][CH2:43][C:44]([NH:46][C:47]1[CH:52]=[CH:51][CH:50]=[CH:49][N:48]=1)=[O:45])[C:26]1[CH:31]=[CH:30][CH:29]=[CH:28][CH:27]=1. (6) Given the reactants [CH:1]([O:4][C:5]1[CH:6]=[C:7]([C:11]23[CH2:20][CH:15]([CH2:16][CH:17]([NH2:19])[CH2:18]2)[N:14]([CH3:21])[CH2:13][CH:12]3[CH3:22])[CH:8]=[CH:9][CH:10]=1)([CH3:3])[CH3:2].[C:23]1(=O)[O:28][C:26](=[O:27])[C:25]2=[CH:29][CH:30]=[CH:31][CH:32]=[C:24]12, predict the reaction product. The product is: [CH:1]([O:4][C:5]1[CH:6]=[C:7]([C:11]23[CH2:20][CH:15]([CH2:16][CH:17]([N:19]4[C:26](=[O:27])[C:25]5[C:24](=[CH:32][CH:31]=[CH:30][CH:29]=5)[C:23]4=[O:28])[CH2:18]2)[N:14]([CH3:21])[CH2:13][CH:12]3[CH3:22])[CH:8]=[CH:9][CH:10]=1)([CH3:3])[CH3:2]. (7) Given the reactants CO.[I:3][C:4]1[C:5](=[O:35])[CH:6]2[O:10][C:9]([CH3:12])([CH3:11])[O:8][CH:7]2[C:13]=1[CH2:14][O:15][C:16]([C:29]1[CH:34]=[CH:33][CH:32]=[CH:31][CH:30]=1)([C:23]1[CH:28]=[CH:27][CH:26]=[CH:25][CH:24]=1)[C:17]1[CH:22]=[CH:21][CH:20]=[CH:19][CH:18]=1.[BH4-].[Na+], predict the reaction product. The product is: [I:3][C:4]1[C@H:5]([OH:35])[C@@H:6]2[O:10][C:9]([CH3:12])([CH3:11])[O:8][C@@H:7]2[C:13]=1[CH2:14][O:15][C:16]([C:23]1[CH:24]=[CH:25][CH:26]=[CH:27][CH:28]=1)([C:17]1[CH:18]=[CH:19][CH:20]=[CH:21][CH:22]=1)[C:29]1[CH:34]=[CH:33][CH:32]=[CH:31][CH:30]=1. (8) Given the reactants [Br:1][C:2]1[CH:3]=[CH:4][C:5]2[C:6]([C:22](=[O:27])[C:23]([F:26])([F:25])[F:24])=[C:7]3[CH2:15][CH2:14][N:13](C(=O)C(F)(F)F)[CH2:12][CH2:11][N:8]3[C:9]=2[CH:10]=1.[OH-].[Na+], predict the reaction product. The product is: [Br:1][C:2]1[CH:3]=[CH:4][C:5]2[C:6]([C:22](=[O:27])[C:23]([F:25])([F:24])[F:26])=[C:7]3[CH2:15][CH2:14][NH:13][CH2:12][CH2:11][N:8]3[C:9]=2[CH:10]=1. (9) Given the reactants [C:1]([O:5][C:6]([NH:8][C@@H:9]1[CH2:14][CH2:13][CH2:12][C@H:11]([C:15]([OH:17])=O)[CH2:10]1)=[O:7])([CH3:4])([CH3:3])[CH3:2].ClC(OCC)=O.[NH4+:24].[OH-], predict the reaction product. The product is: [C:1]([O:5][C:6](=[O:7])[NH:8][C@H:9]1[CH2:14][CH2:13][CH2:12][C@@H:11]([C:15](=[O:17])[NH2:24])[CH2:10]1)([CH3:4])([CH3:3])[CH3:2].